This data is from Forward reaction prediction with 1.9M reactions from USPTO patents (1976-2016). The task is: Predict the product of the given reaction. (1) Given the reactants [Si]([O:18][CH2:19][CH2:20][CH2:21][CH:22]([NH:26][C:27](=[O:54])[CH2:28][CH2:29][O:30][C:31]1[N:35]([C:36]2[CH:45]=[CH:44][C:43]3[C:38](=[CH:39][CH:40]=[CH:41][CH:42]=3)[CH:37]=2)[N:34]=[C:33]([C:46]2[CH:51]=[C:50]([Cl:52])[CH:49]=[C:48]([Cl:53])[CH:47]=2)[CH:32]=1)[CH:23]([CH3:25])[CH3:24])(C(C)(C)C)(C1C=CC=CC=1)C1C=CC=CC=1.[F-].C([N+](CCCC)(CCCC)CCCC)CCC, predict the reaction product. The product is: [Cl:53][C:48]1[CH:47]=[C:46]([C:33]2[CH:32]=[C:31]([O:30][CH2:29][CH2:28][C:27]([NH:26][CH:22]([CH:23]([CH3:25])[CH3:24])[CH2:21][CH2:20][CH2:19][OH:18])=[O:54])[N:35]([C:36]3[CH:45]=[CH:44][C:43]4[C:38](=[CH:39][CH:40]=[CH:41][CH:42]=4)[CH:37]=3)[N:34]=2)[CH:51]=[C:50]([Cl:52])[CH:49]=1. (2) Given the reactants [CH3:1][O:2][C:3]1[CH:4]=[C:5]([NH2:15])[CH:6]=[CH:7][C:8]=1[C:9]1[S:13][C:12]([CH3:14])=[N:11][CH:10]=1.C([N:24]=[C:25]=[S:26])(=O)C1C=CC=CC=1.C(=O)([O-])[O-].[K+].[K+], predict the reaction product. The product is: [CH3:1][O:2][C:3]1[CH:4]=[C:5]([NH:15][C:25]([NH2:24])=[S:26])[CH:6]=[CH:7][C:8]=1[C:9]1[S:13][C:12]([CH3:14])=[N:11][CH:10]=1.